This data is from Forward reaction prediction with 1.9M reactions from USPTO patents (1976-2016). The task is: Predict the product of the given reaction. (1) Given the reactants C[O:2][C:3]1[CH:4]=[C:5]([S:9]([C:12]2[CH:20]=[CH:19][C:18]3[N:17]([CH3:21])[C:16]4[CH2:22][CH:23]5[NH:27][CH:26]([C:15]=4[C:14]=3[C:13]=2C(OC(C)(C)C)=O)[CH2:25][CH2:24]5)(=[O:11])=[O:10])[CH:6]=[CH:7][CH:8]=1.B(Br)(Br)Br.[Cl:39]CCl, predict the reaction product. The product is: [ClH:39].[OH:2][C:3]1[CH:4]=[C:5]([S:9]([C:12]2[CH:13]=[C:14]3[C:18](=[CH:19][CH:20]=2)[N:17]([CH3:21])[C:16]2[CH2:22][CH:23]4[NH:27][CH:26]([C:15]3=2)[CH2:25][CH2:24]4)(=[O:11])=[O:10])[CH:6]=[CH:7][CH:8]=1. (2) Given the reactants [CH:1]([C:4]1[O:8][N:7]=[C:6]([N:9]2[CH2:14][CH2:13][N:12](C(OC(C)(C)C)=O)[C@H:11]([CH3:22])[CH2:10]2)[N:5]=1)([CH3:3])[CH3:2].Cl.O1CCOCC1, predict the reaction product. The product is: [CH:1]([C:4]1[O:8][N:7]=[C:6]([N:9]2[CH2:14][CH2:13][NH:12][C@H:11]([CH3:22])[CH2:10]2)[N:5]=1)([CH3:3])[CH3:2]. (3) Given the reactants [CH:1]([OH:3])=O.C(OC(=O)C)(=O)C.[CH2:11]([O:13][P:14]([CH2:19][CH2:20][CH2:21][NH:22][OH:23])(=[O:18])[O:15][CH2:16][CH3:17])[CH3:12].[OH-].[Na+], predict the reaction product. The product is: [CH2:16]([O:15][P:14]([CH2:19][CH2:20][CH2:21][N:22]([OH:23])[CH:1]=[O:3])(=[O:18])[O:13][CH2:11][CH3:12])[CH3:17]. (4) Given the reactants [Cl:1][C:2]1[N:7]=[C:6]([C:8](O)=[O:9])[CH:5]=[C:4]([C:11]2[N:12]([CH3:16])[N:13]=[CH:14][CH:15]=2)[N:3]=1.[Cl-].[NH4+:18], predict the reaction product. The product is: [Cl:1][C:2]1[N:7]=[C:6]([C:8]([NH2:18])=[O:9])[CH:5]=[C:4]([C:11]2[N:12]([CH3:16])[N:13]=[CH:14][CH:15]=2)[N:3]=1. (5) Given the reactants [C:1]([C:5]1[CH:10]=[CH:9][C:8]([S:11]([N:14]([CH2:25][C:26](O)=[O:27])[C:15]2[CH:16]=[C:17]3[C:22](=[CH:23][CH:24]=2)[N:21]=[CH:20][CH:19]=[CH:18]3)(=[O:13])=[O:12])=[CH:7][CH:6]=1)([CH3:4])([CH3:3])[CH3:2].[CH2:29]([NH:36][CH2:37][CH2:38][OH:39])[C:30]1[CH:35]=[CH:34][CH:33]=[CH:32][CH:31]=1, predict the reaction product. The product is: [CH2:29]([N:36]([CH2:37][CH2:38][OH:39])[C:26](=[O:27])[CH2:25][N:14]([S:11]([C:8]1[CH:7]=[CH:6][C:5]([C:1]([CH3:2])([CH3:3])[CH3:4])=[CH:10][CH:9]=1)(=[O:12])=[O:13])[C:15]1[CH:16]=[C:17]2[C:22](=[CH:23][CH:24]=1)[N:21]=[CH:20][CH:19]=[CH:18]2)[C:30]1[CH:35]=[CH:34][CH:33]=[CH:32][CH:31]=1.